Task: Predict the product of the given reaction.. Dataset: Forward reaction prediction with 1.9M reactions from USPTO patents (1976-2016) (1) The product is: [CH:7]1([N:6]2[C:2]3[N:1]=[C:16]4[CH2:17][N:35]([C:30]5[CH:31]=[CH:32][CH:33]=[CH:34][C:29]=5[O:28][CH3:27])[CH2:36][CH2:37][N:14]4[C:12](=[O:13])[C:3]=3[CH:4]=[N:5]2)[CH2:11][CH2:10][CH2:9][CH2:8]1. Given the reactants [NH2:1][C:2]1[N:6]([CH:7]2[CH2:11][CH2:10][CH2:9][CH2:8]2)[N:5]=[CH:4][C:3]=1[C:12]([NH2:14])=[O:13].N[C:16]1N(C(C)C)N=C[C:17]=1C(N)=O.[CH3:27][O:28][C:29]1[CH:34]=[CH:33][CH:32]=[CH:31][C:30]=1[NH:35][CH2:36][CH2:37]O.ClC1C=CC(NCCO)=CC=1, predict the reaction product. (2) The product is: [N:28]([CH2:2][C@H:3]1[O:11][C@H:10]2[C@H:6]([N:7]=[C:8]([CH2:12][CH2:13][CH3:14])[S:9]2)[C@@H:5]([OH:15])[C@@H:4]1[OH:16])=[N+:29]=[N-:30]. Given the reactants O[CH2:2][C@H:3]1[O:11][C@H:10]2[C@H:6]([N:7]=[C:8]([CH2:12][CH2:13][CH3:14])[S:9]2)[C@@H:5]([OH:15])[C@@H:4]1[OH:16].S(Cl)(C1C=CC(C)=CC=1)(=O)=O.[N-:28]=[N+:29]=[N-:30].[Na+], predict the reaction product. (3) Given the reactants [Si]([O:8][C@@H:9]1[CH2:13][CH2:12][N:11]([C:14]([C:16]2[CH:21]=[CH:20][C:19]([C:22]3[CH:23]=[CH:24][C:25]4=[C:26]([CH:49]=3)[N:27]=[C:28]([NH:41][C:42](=[O:48])[O:43][C:44]([CH3:47])([CH3:46])[CH3:45])[CH2:29][C:30]([C:32](=[O:40])[N:33]([CH2:37][CH2:38][CH3:39])[CH2:34][CH2:35][CH3:36])=[CH:31]4)=[CH:18][CH:17]=2)=[O:15])[CH2:10]1)(C(C)(C)C)(C)C.CCCC[N+](CCCC)(CCCC)CCCC.[F-], predict the reaction product. The product is: [CH2:37]([N:33]([CH2:34][CH2:35][CH3:36])[C:32]([C:30]1=[CH:31][C:25]2[CH:24]=[CH:23][C:22]([C:19]3[CH:20]=[CH:21][C:16]([C:14]([N:11]4[CH2:12][CH2:13][C@@H:9]([OH:8])[CH2:10]4)=[O:15])=[CH:17][CH:18]=3)=[CH:49][C:26]=2[N:27]=[C:28]([NH:41][C:42](=[O:48])[O:43][C:44]([CH3:47])([CH3:46])[CH3:45])[CH2:29]1)=[O:40])[CH2:38][CH3:39]. (4) Given the reactants [NH2:1][C:2]1[CH:7]=[CH:6][C:5]([N+:8]([O-:10])=[O:9])=[CH:4][C:3]=1[OH:11].Br[CH:13]([C:18]1[CH:23]=[CH:22][CH:21]=[CH:20][CH:19]=1)[C:14](OC)=[O:15].C(=O)([O-])[O-].[K+].[K+], predict the reaction product. The product is: [N+:8]([C:5]1[CH:6]=[CH:7][C:2]2[NH:1][C:14](=[O:15])[CH:13]([C:18]3[CH:23]=[CH:22][CH:21]=[CH:20][CH:19]=3)[O:11][C:3]=2[CH:4]=1)([O-:10])=[O:9].